From a dataset of Full USPTO retrosynthesis dataset with 1.9M reactions from patents (1976-2016). Predict the reactants needed to synthesize the given product. (1) Given the product [CH3:13][O:12][C:10](=[O:11])[CH2:9][C:8]1[C:3]([C:1]#[C:2][C:26]2[C:27]([C:28]([F:29])([F:30])[F:31])=[CH:22][N:23]=[C:24]([NH:32][C:33]3[CH:38]=[CH:37][C:36]([CH:39]4[CH2:44][CH2:43][CH2:42][N:41]([C:45]([O:47][C:48]([CH3:51])([CH3:50])[CH3:49])=[O:46])[CH2:40]4)=[CH:35][CH:34]=3)[N:25]=2)=[N:4][CH:5]=[CH:6][CH:7]=1, predict the reactants needed to synthesize it. The reactants are: [C:1]([C:3]1[C:8]([CH2:9][C:10]([O:12][CH3:13])=[O:11])=[CH:7][CH:6]=[CH:5][N:4]=1)#[CH:2].C(N(CC)CC)C.Cl[C:22]1[C:27]([C:28]([F:31])([F:30])[F:29])=[CH:26][N:25]=[C:24]([NH:32][C:33]2[CH:38]=[CH:37][C:36]([CH:39]3[CH2:44][CH2:43][CH2:42][N:41]([C:45]([O:47][C:48]([CH3:51])([CH3:50])[CH3:49])=[O:46])[CH2:40]3)=[CH:35][CH:34]=2)[N:23]=1.C1(P(C2C=CC=CC=2)C2C=CC=CC=2)C=CC=CC=1. (2) Given the product [Cl:28][C:29]1[CH:34]=[C:33]([C:2]2[CH:3]=[C:4]3[C:9](=[CH:10][CH:11]=2)[N:8]=[CH:7][C:6]([C:12](=[O:16])[CH:13]([CH3:15])[CH3:14])=[C:5]3[NH:17][C:18]2[CH:23]=[CH:22][C:21]([CH2:24][N:25]([CH3:27])[CH3:26])=[CH:20][CH:19]=2)[CH:32]=[C:31]([Cl:44])[C:30]=1[OH:45], predict the reactants needed to synthesize it. The reactants are: Br[C:2]1[CH:3]=[C:4]2[C:9](=[CH:10][CH:11]=1)[N:8]=[CH:7][C:6]([C:12](=[O:16])[CH:13]([CH3:15])[CH3:14])=[C:5]2[NH:17][C:18]1[CH:23]=[CH:22][C:21]([CH2:24][N:25]([CH3:27])[CH3:26])=[CH:20][CH:19]=1.[Cl:28][C:29]1[CH:34]=[C:33](B2OC(C)(C)C(C)(C)O2)[CH:32]=[C:31]([Cl:44])[C:30]=1[OH:45]. (3) The reactants are: C(S)[C@@H](O)[C@H](O)CS.CC(O)=O.C(O)C(N)(CO)CO.[CH3:21][CH2:22][CH2:23][CH2:24][CH2:25][CH2:26][CH2:27][CH2:28][CH2:29][CH2:30][CH2:31][CH2:32][O:33][S:34]([O-:37])(=[O:36])=[O:35].[Na+:38]. Given the product [CH3:21][CH2:22][CH2:23][CH2:24][CH2:25][CH2:26][CH2:27][CH2:28][CH2:29][CH2:30][CH2:31][CH2:32][O:33][S:34]([O-:37])(=[O:36])=[O:35].[Na+:38], predict the reactants needed to synthesize it. (4) Given the product [NH2:7][C:8]1[C:9]2[C:16]([C:17]3[CH:22]=[CH:21][C:20]([NH:23][C:43]([C:35]4[N:34]([CH3:33])[C:42]5[C:37]([CH:36]=4)=[CH:38][CH:39]=[CH:40][CH:41]=5)=[O:44])=[C:19]([O:24][CH3:25])[CH:18]=3)=[CH:15][N:14]([CH:26]3[CH2:31][CH2:30][C:29](=[O:32])[CH2:28][CH2:27]3)[C:10]=2[N:11]=[CH:12][N:13]=1, predict the reactants needed to synthesize it. The reactants are: N1C=CC=CC=1.[NH2:7][C:8]1[C:9]2[C:16]([C:17]3[CH:22]=[CH:21][C:20]([NH2:23])=[C:19]([O:24][CH3:25])[CH:18]=3)=[CH:15][N:14]([CH:26]3[CH2:31][CH2:30][C:29](=[O:32])[CH2:28][CH2:27]3)[C:10]=2[N:11]=[CH:12][N:13]=1.[CH3:33][N:34]1[C:42]2[C:37](=[CH:38][CH:39]=[CH:40][CH:41]=2)[CH:36]=[C:35]1[C:43](Cl)=[O:44].O. (5) Given the product [S:13]([N:8]1[C:9]2[CH:10]=[CH:11][CH:12]=[C:4]([NH2:1])[C:5]=2[CH:6]=[CH:7]1)([C:16]1[CH:17]=[CH:18][C:19]([CH3:20])=[CH:21][CH:22]=1)(=[O:14])=[O:15], predict the reactants needed to synthesize it. The reactants are: [N+:1]([C:4]1[CH:12]=[CH:11][CH:10]=[C:9]2[C:5]=1[CH:6]=[CH:7][N:8]2[S:13]([C:16]1[CH:22]=[CH:21][C:19]([CH3:20])=[CH:18][CH:17]=1)(=[O:15])=[O:14])([O-])=O. (6) Given the product [N+:13]([CH:16]=[CH:7][C:6]1[CH:9]=[CH:10][C:3]([C:2]([F:12])([F:11])[F:1])=[CH:4][CH:5]=1)([O-:15])=[O:14], predict the reactants needed to synthesize it. The reactants are: [F:1][C:2]([F:12])([F:11])[C:3]1[CH:10]=[CH:9][C:6]([CH:7]=O)=[CH:5][CH:4]=1.[N+:13]([CH3:16])([O-:15])=[O:14].[OH-].[Na+].